From a dataset of Full USPTO retrosynthesis dataset with 1.9M reactions from patents (1976-2016). Predict the reactants needed to synthesize the given product. Given the product [C:26]([O:25][C:23]([C:8]1[NH:9][C:10]2[CH2:11][CH2:12][CH2:13][N:14]([CH2:15][CH2:16][N:17]3[CH2:22][CH2:21][CH2:20][CH2:19][CH2:18]3)[C:4](=[O:3])[C:6]=2[C:7]=1[CH3:30])=[O:24])([CH3:29])([CH3:28])[CH3:27], predict the reactants needed to synthesize it. The reactants are: C([O:3][C:4]([C:6]1[C:7]([CH3:30])=[C:8]([C:23]([O:25][C:26]([CH3:29])([CH3:28])[CH3:27])=[O:24])[NH:9][C:10]=1[CH2:11][CH2:12][CH2:13][NH:14][CH2:15][CH2:16][N:17]1[CH2:22][CH2:21][CH2:20][CH2:19][CH2:18]1)=O)C.C[Al](C)C.